From a dataset of Full USPTO retrosynthesis dataset with 1.9M reactions from patents (1976-2016). Predict the reactants needed to synthesize the given product. (1) Given the product [Cl:1][C:2]1[CH:3]=[C:4]([C:9]2([CH3:24])[C:10]([C:20]([O:22][CH3:23])=[O:21])=[CH:11][CH2:12][CH2:13][CH2:14]2)[CH:5]=[CH:6][C:7]=1[Cl:8], predict the reactants needed to synthesize it. The reactants are: [Cl:1][C:2]1[CH:3]=[C:4]([C:9]2([CH3:24])[CH2:14][CH2:13][CH2:12][CH:11](OS(C)(=O)=O)[CH:10]2[C:20]([O:22][CH3:23])=[O:21])[CH:5]=[CH:6][C:7]=1[Cl:8].C1CCN2C(=NCCC2)CC1.O. (2) Given the product [CH3:13][CH:11]([O:10][P:1]([CH2:15][C:16]1[CH:21]=[CH:20][CH:19]=[C:18]([N+:22]([O-:24])=[O:23])[CH:17]=1)(=[O:2])[O:6][CH:7]([CH3:8])[CH3:9])[CH3:12], predict the reactants needed to synthesize it. The reactants are: [P:1]([O:10][CH:11]([CH3:13])[CH3:12])([O:6][CH:7]([CH3:9])[CH3:8])[O:2]C(C)C.Br[CH2:15][C:16]1[CH:21]=[CH:20][CH:19]=[C:18]([N+:22]([O-:24])=[O:23])[CH:17]=1. (3) Given the product [C:1]1([NH:7][C:8]([CH:10]([CH2:16][CH2:17][CH2:18][CH3:19])[C:11]([O:13][CH3:14])=[O:12])=[O:9])[CH:2]=[CH:3][CH:4]=[CH:5][CH:6]=1, predict the reactants needed to synthesize it. The reactants are: [C:1]1([NH:7][C:8]([CH2:10][C:11]([O:13][CH3:14])=[O:12])=[O:9])[CH:6]=[CH:5][CH:4]=[CH:3][CH:2]=1.I[CH2:16][CH2:17][CH2:18][CH3:19]. (4) Given the product [CH2:1]([O:5][CH2:6][CH2:7][O:8][C:9]1[CH:14]=[CH:13][C:12]([C:15]2[CH:20]=[CH:19][C:18]([N:21]3[CH2:25][CH2:24][CH:23]([C:26]([NH:57][CH3:61])=[O:27])[CH2:22]3)=[C:17](/[CH:29]=[C:30](\[CH3:51])/[C:31]([NH:33][C:34]3[CH:35]=[CH:36][C:37]([S@:40]([CH2:42][C:43]4[N:47]([CH2:48][CH2:49][CH3:50])[CH:46]=[N:45][CH:44]=4)=[O:41])=[CH:38][CH:39]=3)=[O:32])[CH:16]=2)=[CH:11][CH:10]=1)[CH2:2][CH2:3][CH3:4], predict the reactants needed to synthesize it. The reactants are: [CH2:1]([O:5][CH2:6][CH2:7][O:8][C:9]1[CH:14]=[CH:13][C:12]([C:15]2[CH:20]=[CH:19][C:18]([N:21]3[CH2:25][CH2:24][CH:23]([C:26](O)=[O:27])[CH2:22]3)=[C:17](/[CH:29]=[C:30](\[CH3:51])/[C:31]([NH:33][C:34]3[CH:39]=[CH:38][C:37]([S@:40]([CH2:42][C:43]4[N:47]([CH2:48][CH2:49][CH3:50])[CH:46]=[N:45][CH:44]=4)=[O:41])=[CH:36][CH:35]=3)=[O:32])[CH:16]=2)=[CH:11][CH:10]=1)[CH2:2][CH2:3][CH3:4].[Cl-].C[NH3+].O.O[N:57]1[C:61]2C=CC=CC=2N=N1.Cl.C(N=C=NCCCN(C)C)C. (5) Given the product [CH2:16]([O:18]/[CH:19]=[CH:20]/[C:21]([NH:23][C:24](=[O:25])[NH:4][C:3]1[CH:5]=[C:6]([S:10][CH2:11][C:12]([F:13])([F:15])[F:14])[C:7]([CH3:9])=[CH:8][C:2]=1[F:1])=[O:22])[CH3:17], predict the reactants needed to synthesize it. The reactants are: [F:1][C:2]1[CH:8]=[C:7]([CH3:9])[C:6]([S:10][CH2:11][C:12]([F:15])([F:14])[F:13])=[CH:5][C:3]=1[NH2:4].[CH2:16]([O:18]/[CH:19]=[CH:20]/[C:21]([N:23]=[C:24]=[O:25])=[O:22])[CH3:17]. (6) Given the product [C:1]([O:5][C:6](=[O:39])[NH:7][CH2:8][C:9]1[C:10]([Br:38])=[N:11][C:12]([N:15]2[CH2:19][CH2:18][C:17]([C:24]3[CH:29]=[C:28]([C:30]([F:31])([F:32])[F:33])[CH:27]=[C:26]([C:34]([F:37])([F:35])[F:36])[CH:25]=3)([C:20]([F:22])([F:23])[F:21])[CH:16]2[OH:44])=[CH:13][CH:14]=1)([CH3:4])([CH3:2])[CH3:3], predict the reactants needed to synthesize it. The reactants are: [C:1]([O:5][C:6](=[O:39])[NH:7][CH2:8][C:9]1[C:10]([Br:38])=[N:11][C:12]([N:15]2[CH2:19][CH2:18][C:17]([C:24]3[CH:29]=[C:28]([C:30]([F:33])([F:32])[F:31])[CH:27]=[C:26]([C:34]([F:37])([F:36])[F:35])[CH:25]=3)([C:20]([F:23])([F:22])[F:21])[CH2:16]2)=[CH:13][CH:14]=1)([CH3:4])([CH3:3])[CH3:2].C(#N)C.[N+]([O-])([O-])=[O:44].[NH4+].[Ce]. (7) Given the product [CH3:1][O:2][C:3]1[C:10]([CH2:11][CH2:12][CH2:13][O:14][CH3:15])=[CH:9][C:8]([CH2:16][CH2:17][CH2:18][O:19][CH3:20])=[CH:7][C:4]=1[CH:5]=[O:6], predict the reactants needed to synthesize it. The reactants are: [CH3:1][O:2][C:3]1[C:10](/[CH:11]=[CH:12]/[CH2:13][O:14][CH3:15])=[CH:9][C:8](/[CH:16]=[CH:17]/[CH2:18][O:19][CH3:20])=[CH:7][C:4]=1[CH:5]=[O:6].C. (8) Given the product [CH:14]([C:2]1[CH:13]=[CH:12][CH:11]=[CH:10][C:3]=1[O:1][C:2]1[CH:13]=[CH:12][CH:11]=[CH:10][C:3]=1[CH2:4][CH2:5][NH:6][C:7](=[O:9])[CH3:8])=[O:17], predict the reactants needed to synthesize it. The reactants are: [OH:1][C:2]1[CH:13]=[CH:12][CH:11]=[CH:10][C:3]=1[CH2:4][CH2:5][NH:6][C:7](=[O:9])[CH3:8].[C:14](=[O:17])([O-])[O-].[K+].[K+]. (9) Given the product [CH:1]1([CH2:7][N:8]2[C:12]([C:13]3[CH:14]=[C:15]([C:23]([CH3:26])([CH3:25])[CH3:24])[CH:16]=[C:17]([C:19]([CH3:21])([CH3:20])[CH3:22])[CH:18]=3)=[CH:11][C:10]([C:27](=[O:28])[CH3:34])=[C:9]2[CH3:33])[CH2:2][CH2:3][CH2:4][CH2:5][CH2:6]1, predict the reactants needed to synthesize it. The reactants are: [CH:1]1([CH2:7][N:8]2[C:12]([C:13]3[CH:18]=[C:17]([C:19]([CH3:22])([CH3:21])[CH3:20])[CH:16]=[C:15]([C:23]([CH3:26])([CH3:25])[CH3:24])[CH:14]=3)=[CH:11][C:10]([C:27](N(OC)C)=[O:28])=[C:9]2[CH3:33])[CH2:6][CH2:5][CH2:4][CH2:3][CH2:2]1.[CH3:34][Mg+].[Br-].